This data is from Forward reaction prediction with 1.9M reactions from USPTO patents (1976-2016). The task is: Predict the product of the given reaction. (1) The product is: [F:1][C:2]1[C:11]([CH2:12][CH2:13][C:14]23[CH2:21][CH2:20][C:17]([NH2:22])([CH2:18][CH2:19]2)[CH2:16][O:15]3)=[C:10]2[C:5]([CH:6]=[CH:7][C:8]([O:30][CH3:31])=[N:9]2)=[CH:4][CH:3]=1. Given the reactants [F:1][C:2]1[C:11]([CH2:12][CH2:13][C:14]23[CH2:21][CH2:20][C:17]([NH:22]C(=O)OC(C)(C)C)([CH2:18][CH2:19]2)[CH2:16][O:15]3)=[C:10]2[C:5]([CH:6]=[CH:7][C:8]([O:30][CH3:31])=[N:9]2)=[CH:4][CH:3]=1.FC(F)(F)C(O)=O.O, predict the reaction product. (2) Given the reactants [OH-].[Na+].[F:3][CH2:4][CH2:5][O:6][C:7]1[CH:12]=[CH:11][C:10]([C:13]2[N:14]=[C:15]3[CH:20]=[CH:19][C:18]([Cl:21])=[CH:17][N:16]3[C:22]=2[CH2:23][C:24]([O:26]C)=[O:25])=[CH:9][CH:8]=1, predict the reaction product. The product is: [F:3][CH2:4][CH2:5][O:6][C:7]1[CH:8]=[CH:9][C:10]([C:13]2[N:14]=[C:15]3[CH:20]=[CH:19][C:18]([Cl:21])=[CH:17][N:16]3[C:22]=2[CH2:23][C:24]([OH:26])=[O:25])=[CH:11][CH:12]=1.